This data is from NCI-60 drug combinations with 297,098 pairs across 59 cell lines. The task is: Regression. Given two drug SMILES strings and cell line genomic features, predict the synergy score measuring deviation from expected non-interaction effect. (1) Drug 1: C1C(C(OC1N2C=C(C(=O)NC2=O)F)CO)O. Drug 2: CS(=O)(=O)OCCCCOS(=O)(=O)C. Cell line: K-562. Synergy scores: CSS=35.2, Synergy_ZIP=-5.37, Synergy_Bliss=-2.46, Synergy_Loewe=0.442, Synergy_HSA=0.278. (2) Drug 1: C1=CC(=CC=C1CCCC(=O)O)N(CCCl)CCCl. Drug 2: CN(CC1=CN=C2C(=N1)C(=NC(=N2)N)N)C3=CC=C(C=C3)C(=O)NC(CCC(=O)O)C(=O)O. Cell line: A498. Synergy scores: CSS=33.5, Synergy_ZIP=-3.98, Synergy_Bliss=-2.93, Synergy_Loewe=-4.10, Synergy_HSA=-0.0148. (3) Drug 1: COC1=CC(=CC(=C1O)OC)C2C3C(COC3=O)C(C4=CC5=C(C=C24)OCO5)OC6C(C(C7C(O6)COC(O7)C8=CC=CS8)O)O. Drug 2: N.N.Cl[Pt+2]Cl. Cell line: NCIH23. Synergy scores: CSS=52.4, Synergy_ZIP=-2.70, Synergy_Bliss=-1.57, Synergy_Loewe=-37.9, Synergy_HSA=-1.73. (4) Drug 1: CCC(=C(C1=CC=CC=C1)C2=CC=C(C=C2)OCCN(C)C)C3=CC=CC=C3.C(C(=O)O)C(CC(=O)O)(C(=O)O)O. Drug 2: CC(C)CN1C=NC2=C1C3=CC=CC=C3N=C2N. Cell line: NCI-H226. Synergy scores: CSS=5.43, Synergy_ZIP=-3.28, Synergy_Bliss=-3.21, Synergy_Loewe=-1.72, Synergy_HSA=-1.74. (5) Drug 1: CC(C1=C(C=CC(=C1Cl)F)Cl)OC2=C(N=CC(=C2)C3=CN(N=C3)C4CCNCC4)N. Drug 2: CS(=O)(=O)CCNCC1=CC=C(O1)C2=CC3=C(C=C2)N=CN=C3NC4=CC(=C(C=C4)OCC5=CC(=CC=C5)F)Cl. Cell line: OVCAR3. Synergy scores: CSS=3.23, Synergy_ZIP=0.822, Synergy_Bliss=5.33, Synergy_Loewe=0.156, Synergy_HSA=2.10. (6) Drug 1: C1=CN(C(=O)N=C1N)C2C(C(C(O2)CO)O)O.Cl. Drug 2: CS(=O)(=O)OCCCCOS(=O)(=O)C. Cell line: SF-268. Synergy scores: CSS=5.50, Synergy_ZIP=-4.40, Synergy_Bliss=-3.66, Synergy_Loewe=-11.0, Synergy_HSA=-4.01. (7) Drug 1: C1CCC(CC1)NC(=O)N(CCCl)N=O. Drug 2: CCC1(CC2CC(C3=C(CCN(C2)C1)C4=CC=CC=C4N3)(C5=C(C=C6C(=C5)C78CCN9C7C(C=CC9)(C(C(C8N6C)(C(=O)OC)O)OC(=O)C)CC)OC)C(=O)OC)O.OS(=O)(=O)O. Cell line: MOLT-4. Synergy scores: CSS=66.4, Synergy_ZIP=0.585, Synergy_Bliss=-0.307, Synergy_Loewe=-13.0, Synergy_HSA=-0.589. (8) Drug 1: CCCCCOC(=O)NC1=NC(=O)N(C=C1F)C2C(C(C(O2)C)O)O. Cell line: NCI/ADR-RES. Synergy scores: CSS=-5.01, Synergy_ZIP=6.16, Synergy_Bliss=7.26, Synergy_Loewe=-4.42, Synergy_HSA=-1.35. Drug 2: CC1CCC2CC(C(=CC=CC=CC(CC(C(=O)C(C(C(=CC(C(=O)CC(OC(=O)C3CCCCN3C(=O)C(=O)C1(O2)O)C(C)CC4CCC(C(C4)OC)OCCO)C)C)O)OC)C)C)C)OC. (9) Drug 1: COC1=C(C=C2C(=C1)N=CN=C2NC3=CC(=C(C=C3)F)Cl)OCCCN4CCOCC4. Drug 2: CC12CCC3C(C1CCC2O)C(CC4=C3C=CC(=C4)O)CCCCCCCCCS(=O)CCCC(C(F)(F)F)(F)F. Cell line: DU-145. Synergy scores: CSS=31.6, Synergy_ZIP=0.369, Synergy_Bliss=0.556, Synergy_Loewe=-2.33, Synergy_HSA=1.21.